Dataset: Catalyst prediction with 721,799 reactions and 888 catalyst types from USPTO. Task: Predict which catalyst facilitates the given reaction. Reactant: Cl.[NH2:2][OH:3].[NH:4]1[C:12]2[C:7](=[CH:8][CH:9]=[C:10]([CH:13]=O)[CH:11]=2)[CH:6]=[CH:5]1. Product: [NH:4]1[C:12]2[C:7](=[CH:8][CH:9]=[C:10]([CH:13]=[N:2][OH:3])[CH:11]=2)[CH:6]=[CH:5]1. The catalyst class is: 17.